Dataset: Catalyst prediction with 721,799 reactions and 888 catalyst types from USPTO. Task: Predict which catalyst facilitates the given reaction. (1) Reactant: [N+:1]([CH2:4][CH2:5][CH2:6][C:7]([O:9]C)=O)([O-:3])=[O:2].O.[CH3:12][NH:13][CH3:14]. Product: [CH3:12][N:13]([CH3:14])[C:7](=[O:9])[CH2:6][CH2:5][CH2:4][N+:1]([O-:3])=[O:2]. The catalyst class is: 5. (2) Reactant: [CH3:1][O:2][C:3]1[CH:4]=[C:5]2[C:10](=[CH:11][C:12]=1[O:13][CH3:14])[N:9]=[CH:8][CH:7]=[C:6]2[O:15][C:16]1[CH:21]=[CH:20][C:19]([NH:22][C:23](=O)[CH2:24][O:25][C:26]2[CH:31]=[CH:30][C:29]([CH3:32])=[CH:28][CH:27]=2)=[CH:18][CH:17]=1.Cl.[OH-].[Na+]. The catalyst class is: 7. Product: [CH3:1][O:2][C:3]1[CH:4]=[C:5]2[C:10](=[CH:11][C:12]=1[O:13][CH3:14])[N:9]=[CH:8][CH:7]=[C:6]2[O:15][C:16]1[CH:17]=[CH:18][C:19]([NH:22][CH2:23][CH2:24][O:25][C:26]2[CH:27]=[CH:28][C:29]([CH3:32])=[CH:30][CH:31]=2)=[CH:20][CH:21]=1. (3) Reactant: CO[C:3]([C:5]1[C:6]([OH:29])=[C:7]2[C:12](=[CH:13][N:14]=1)[N:11]([CH2:15][C:16]1[CH:21]=[CH:20][CH:19]=[CH:18][CH:17]=1)[C:10](=[O:22])[C:9]([C:23]1[CH:28]=[CH:27][CH:26]=[CH:25][CH:24]=1)=[CH:8]2)=[O:4].[NH2:30][C@H:31]([CH3:36])[CH2:32][C:33]([OH:35])=[O:34].C[O-].[Na+]. Product: [CH2:15]([N:11]1[C:12]2[C:7](=[C:6]([OH:29])[C:5]([C:3]([NH:30][C@H:31]([CH3:36])[CH2:32][C:33]([OH:35])=[O:34])=[O:4])=[N:14][CH:13]=2)[CH:8]=[C:9]([C:23]2[CH:24]=[CH:25][CH:26]=[CH:27][CH:28]=2)[C:10]1=[O:22])[C:16]1[CH:21]=[CH:20][CH:19]=[CH:18][CH:17]=1. The catalyst class is: 141. (4) Reactant: [CH2:1]([O:3][C:4]1[CH:5]=[C:6]([CH:12]([N:18]2[C:26](=[O:27])[C:25]3[C:20](=[CH:21][CH:22]=[C:23]([N+:31]([O-])=O)[C:24]=3[N+:28]([O-])=O)[C:19]2=[O:34])[CH2:13][S:14]([CH3:17])(=[O:16])=[O:15])[CH:7]=[CH:8][C:9]=1[O:10][CH3:11])[CH3:2]. Product: [CH2:1]([O:3][C:4]1[CH:5]=[C:6]([CH:12]([N:18]2[C:26](=[O:27])[C:25]3[C:20](=[CH:21][CH:22]=[C:23]([NH2:31])[C:24]=3[NH2:28])[C:19]2=[O:34])[CH2:13][S:14]([CH3:17])(=[O:16])=[O:15])[CH:7]=[CH:8][C:9]=1[O:10][CH3:11])[CH3:2]. The catalyst class is: 78. (5) Reactant: [Cl:1][C:2]1[N:3]=[C:4]([N:11]2[CH2:16][CH2:15][O:14][CH2:13][CH2:12]2)[C:5]2[CH:10]=[CH:9][O:8][C:6]=2[N:7]=1.C([Li])CCC.[CH3:22][C:23]([CH3:25])=[O:24]. Product: [Cl:1][C:2]1[N:3]=[C:4]([N:11]2[CH2:16][CH2:15][O:14][CH2:13][CH2:12]2)[C:5]2[CH:10]=[C:9]([C:23]([OH:24])([CH3:25])[CH3:22])[O:8][C:6]=2[N:7]=1. The catalyst class is: 1. (6) Reactant: BrC[CH2:3][C:4]1[CH:11]=[CH:10][C:7]([CH:8]=[O:9])=[CH:6][CH:5]=1.C([O-])([O-])=O.[K+].[K+].[CH:18]([N:21]1[CH2:26][CH2:25][NH:24][CH2:23][CH2:22]1)([CH3:20])[CH3:19]. Product: [CH:18]([N:21]1[CH2:26][CH2:25][N:24]([CH2:3][C:4]2[CH:5]=[CH:6][C:7]([CH:8]=[O:9])=[CH:10][CH:11]=2)[CH2:23][CH2:22]1)([CH3:20])[CH3:19]. The catalyst class is: 3. (7) Reactant: [Cl:1][C:2]1[CH:3]=[C:4]([C:8]2[C:13]3[N:14]([CH2:24][C@H:25]4[CH2:30][CH2:29][C@H:28]([CH3:31])[CH2:27][CH2:26]4)[C:15]([CH:17]([CH:19]4[CH2:23][CH2:22][CH2:21][CH2:20]4)[OH:18])=[N:16][C:12]=3[CH:11]=[C:10]([C:32]#[N:33])[N:9]=2)[CH:5]=[N:6][CH:7]=1.[H-].[Na+].I[CH2:37][CH3:38]. Product: [Cl:1][C:2]1[CH:3]=[C:4]([C:8]2[C:13]3[N:14]([CH2:24][C@H:25]4[CH2:26][CH2:27][C@H:28]([CH3:31])[CH2:29][CH2:30]4)[C:15]([CH:17]([CH:19]4[CH2:20][CH2:21][CH2:22][CH2:23]4)[O:18][CH2:37][CH3:38])=[N:16][C:12]=3[CH:11]=[C:10]([C:32]#[N:33])[N:9]=2)[CH:5]=[N:6][CH:7]=1. The catalyst class is: 1.